Predict the reaction yield, written as a fraction of the theoretical maximum amount of product (1.0 means a 100% yield; for example, 0.34 means a 34% yield). From a dataset of Reaction yield outcomes from USPTO patents with 853,638 reactions. (1) The reactants are Br[C:2]1[CH:3]=[C:4]([C:14]([NH:16][CH2:17][C:18]2[C:19](=[O:26])[NH:20][C:21]([CH3:25])=[CH:22][C:23]=2[CH3:24])=[O:15])[C:5]2[CH:6]=[N:7][N:8]([CH:11]([CH3:13])[CH3:12])[C:9]=2[CH:10]=1.CC1(C)C(C)(C)OB([C:35]2[CH:47]=[CH:46][C:38]([CH2:39][N:40]3[CH2:45][CH2:44][O:43][CH2:42][CH2:41]3)=[CH:37][CH:36]=2)O1.C([O-])([O-])=O.[Na+].[Na+].CCOC(C)=O. The catalyst is O1CCOCC1.C1C=CC([P]([Pd]([P](C2C=CC=CC=2)(C2C=CC=CC=2)C2C=CC=CC=2)([P](C2C=CC=CC=2)(C2C=CC=CC=2)C2C=CC=CC=2)[P](C2C=CC=CC=2)(C2C=CC=CC=2)C2C=CC=CC=2)(C2C=CC=CC=2)C2C=CC=CC=2)=CC=1. The product is [CH3:24][C:23]1[CH:22]=[C:21]([CH3:25])[NH:20][C:19](=[O:26])[C:18]=1[CH2:17][NH:16][C:14]([C:4]1[C:5]2[CH:6]=[N:7][N:8]([CH:11]([CH3:13])[CH3:12])[C:9]=2[CH:10]=[C:2]([C:35]2[CH:36]=[CH:37][C:38]([CH2:39][N:40]3[CH2:45][CH2:44][O:43][CH2:42][CH2:41]3)=[CH:46][CH:47]=2)[CH:3]=1)=[O:15]. The yield is 0.557. (2) The reactants are [C:1]1([CH2:7][O:8][C:9]([C:11]2([NH2:17])[CH2:16][CH2:15][CH2:14][CH2:13][CH2:12]2)=[O:10])[CH:6]=[CH:5][CH:4]=[CH:3][CH:2]=1.[C:18](OC(OC(C)(C)C)=O)(OC(C)(C)C)=[O:19].C(N(CC)CC)C.[C:40]1([N:46]2[CH2:51][CH2:50][NH:49][CH2:48][CH2:47]2)[CH:45]=[CH:44][CH:43]=[CH:42][CH:41]=1. The catalyst is C(Cl)Cl. The product is [C:1]1([CH2:7][O:8][C:9]([C:11]2([NH:17][C:18]([N:49]3[CH2:50][CH2:51][N:46]([C:40]4[CH:45]=[CH:44][CH:43]=[CH:42][CH:41]=4)[CH2:47][CH2:48]3)=[O:19])[CH2:12][CH2:13][CH2:14][CH2:15][CH2:16]2)=[O:10])[CH:2]=[CH:3][CH:4]=[CH:5][CH:6]=1. The yield is 0.700. (3) No catalyst specified. The reactants are [C:1](=[O:8])([O-])[O:2][C:3]([CH3:6])([CH3:5])[CH3:4].[Si:9]([O:16][C@H:17]([C:31]1[CH:36]=[CH:35][CH:34]=[CH:33][CH:32]=1)[C@@H:18]1[NH:22][CH:21]([CH2:23][C:24]2[CH:30]=[CH:29][C:27]([NH2:28])=[CH:26][CH:25]=2)[CH2:20][CH2:19]1)([C:12]([CH3:15])([CH3:14])[CH3:13])([CH3:11])[CH3:10]. The product is [NH2:28][C:27]1[CH:26]=[CH:25][C:24]([CH2:23][CH:21]2[CH2:20][CH2:19][C@H:18]([C@H:17]([O:16][Si:9]([C:12]([CH3:13])([CH3:15])[CH3:14])([CH3:10])[CH3:11])[C:31]3[CH:36]=[CH:35][CH:34]=[CH:33][CH:32]=3)[N:22]2[C:1]([O:2][C:3]([CH3:6])([CH3:5])[CH3:4])=[O:8])=[CH:30][CH:29]=1. The yield is 0.640. (4) The reactants are [CH3:1][O:2][C:3]1[CH:4]=[C:5]2[C:10](=[CH:11][C:12]=1[O:13][CH3:14])[N:9]=[CH:8][CH:7]=[C:6]2[O:15][C:16]1[CH:22]=[CH:21][C:19]([NH2:20])=[C:18]([CH3:23])[C:17]=1[CH3:24].Cl[C:26](Cl)([O:28][C:29](=[O:35])OC(Cl)(Cl)Cl)Cl.[CH3:37][C:38]1[CH:43]=[CH:42][C:41](CO)=[CH:40][CH:39]=1.C(=O)(O)[O-].[Na+]. The catalyst is C(Cl)Cl.C(N(CC)CC)C.C1(C)C=CC=CC=1. The product is [CH3:1][O:2][C:3]1[CH:4]=[C:5]2[C:10](=[CH:11][C:12]=1[O:13][CH3:14])[N:9]=[CH:8][CH:7]=[C:6]2[O:15][C:16]1[CH:22]=[CH:21][C:19]([NH:20][C:29](=[O:35])[O:28][CH2:26][C:41]2[CH:42]=[CH:43][C:38]([CH3:37])=[CH:39][CH:40]=2)=[C:18]([CH3:23])[C:17]=1[CH3:24]. The yield is 0.250. (5) The reactants are [C:1]1([CH3:28])[CH:6]=[C:5]([CH3:7])[CH:4]=[C:3]([CH3:8])[C:2]=1[S:9][C:10]1[C:11]2[NH:27][CH:26]=[CH:25][C:12]=2[N:13]=[C:14]([NH:16][C:17]2[CH:24]=[CH:23][C:20]([C:21]#[N:22])=[CH:19][CH:18]=2)[N:15]=1.C1C(=O)N([Br:36])C(=O)C1. The catalyst is C(Cl)Cl. The product is [Br:36][C:25]1[C:12]2[N:13]=[C:14]([NH:16][C:17]3[CH:24]=[CH:23][C:20]([C:21]#[N:22])=[CH:19][CH:18]=3)[N:15]=[C:10]([S:9][C:2]3[C:3]([CH3:8])=[CH:4][C:5]([CH3:7])=[CH:6][C:1]=3[CH3:28])[C:11]=2[NH:27][CH:26]=1. The yield is 0.230. (6) The reactants are [F:1][CH:2]([F:22])[O:3][C:4]1[CH:9]=[CH:8][C:7]([CH:10]([OH:21])[C:11]([C:13]2[CH:18]=[C:17]([F:19])[CH:16]=[C:15]([F:20])[CH:14]=2)=[O:12])=[CH:6][CH:5]=1.[N+]([O-])([O-])=O.[NH4+].C(OCC)(=O)C. The catalyst is C(O)(=O)C.O.C(O[Cu]OC(=O)C)(=O)C. The product is [F:22][CH:2]([F:1])[O:3][C:4]1[CH:9]=[CH:8][C:7]([C:10](=[O:21])[C:11]([C:13]2[CH:14]=[C:15]([F:20])[CH:16]=[C:17]([F:19])[CH:18]=2)=[O:12])=[CH:6][CH:5]=1. The yield is 1.00. (7) The reactants are [CH3:1][O:2][CH:3]([C:12]1[CH:17]=[CH:16][C:15]([N:18]([CH3:20])[CH3:19])=[CH:14][CH:13]=1)[CH2:4][CH:5]=[CH:6][CH:7]=[CH:8][C:9]([OH:11])=O.C(N1C=CN=C1)(N1C=CN=C1)=O.[C:33]1([NH2:40])[CH:38]=[CH:37][CH:36]=[CH:35][C:34]=1[NH2:39].FC(F)(F)C(O)=O. The catalyst is C1COCC1.C(OCC)(=O)C. The product is [NH2:39][C:34]1[CH:35]=[CH:36][CH:37]=[CH:38][C:33]=1[NH:40][C:9](=[O:11])[CH:8]=[CH:7][CH:6]=[CH:5][CH2:4][CH:3]([O:2][CH3:1])[C:12]1[CH:17]=[CH:16][C:15]([N:18]([CH3:20])[CH3:19])=[CH:14][CH:13]=1. The yield is 0.420. (8) The reactants are O=[C:2]1[NH:7][C:6]2[CH2:8][CH2:9][O:10][CH2:11][C:5]=2[CH:4]=[C:3]1[C:12]#[N:13].C(=O)([O-])O.[Na+].P(Cl)(Cl)([Cl:21])=O. No catalyst specified. The product is [Cl:21][C:2]1[N:7]=[C:6]2[CH2:8][CH2:9][O:10][CH2:11][C:5]2=[CH:4][C:3]=1[C:12]#[N:13]. The yield is 0.660. (9) The reactants are [H-].C([Al+]CC(C)C)C(C)C.[Br:11][C:12]1[CH:21]=[N:20][CH:19]=[CH:18][C:13]=1[C:14](OC)=[O:15]. The catalyst is C(Cl)Cl. The product is [Br:11][C:12]1[CH:21]=[N:20][CH:19]=[CH:18][C:13]=1[CH2:14][OH:15]. The yield is 0.750.